Dataset: Full USPTO retrosynthesis dataset with 1.9M reactions from patents (1976-2016). Task: Predict the reactants needed to synthesize the given product. (1) The reactants are: Br[C:2]1[CH:3]=[C:4]([CH:15]=[CH:16][CH:17]=1)[CH2:5][N:6]([CH3:14])[C:7](=[O:13])[O:8][C:9]([CH3:12])([CH3:11])[CH3:10].[CH:18]([C:20]1[CH:25]=[CH:24][C:23](B(O)O)=[CH:22][CH:21]=1)=[O:19]. Given the product [CH:18]([C:20]1[CH:25]=[CH:24][C:23]([C:2]2[CH:17]=[CH:16][CH:15]=[C:4]([CH2:5][N:6]([CH3:14])[C:7](=[O:13])[O:8][C:9]([CH3:12])([CH3:11])[CH3:10])[CH:3]=2)=[CH:22][CH:21]=1)=[O:19], predict the reactants needed to synthesize it. (2) Given the product [OH2:2].[C:28](#[N:29])[CH3:27].[F:22][C:23]([F:33])([F:32])[C:53]([OH:54])=[O:37].[CH3:1][O:2][C:3]1[CH:11]=[CH:10][C:9]([C:12]2[CH:13]=[C:14]([CH:15]=[CH:16][CH:17]=2)[C:18]([OH:20])=[O:19])=[CH:8][C:4]=1[C:5]([NH:29][CH2:28][C:27]1[CH:26]=[CH:25][C:24]([C:23]([F:22])([F:32])[F:33])=[CH:31][CH:30]=1)=[O:6], predict the reactants needed to synthesize it. The reactants are: [CH3:1][O:2][C:3]1[CH:11]=[CH:10][C:9]([C:12]2[CH:17]=[CH:16][CH:15]=[C:14]([C:18]([O:20]C)=[O:19])[CH:13]=2)=[CH:8][C:4]=1[C:5](O)=[O:6].[F:22][C:23]([F:33])([F:32])[C:24]1[CH:31]=[CH:30][C:27]([CH2:28][NH2:29])=[CH:26][CH:25]=1.C(P(=O)(OCC)[O:37]CC)#N.C(N(CC)CC)C.CN(C)[CH:53]=[O:54]. (3) Given the product [CH3:8][O:9][C:10](=[O:30])[CH2:11][C:12]1[C:21]([CH3:22])=[C:20]([CH:23]2[CH2:24][CH2:25][NH:26][CH2:27][CH2:28]2)[C:19]2[C:14](=[CH:15][CH:16]=[C:17]([F:29])[CH:18]=2)[CH:13]=1, predict the reactants needed to synthesize it. The reactants are: FC(F)(F)C(O)=O.[CH3:8][O:9][C:10](=[O:30])[CH2:11][C:12]1[C:21]([CH3:22])=[C:20]([CH:23]2[CH2:28][CH2:27][NH:26][CH2:25][CH2:24]2)[C:19]2[C:14](=[CH:15][CH:16]=[C:17]([F:29])[CH:18]=2)[CH:13]=1. (4) Given the product [Br:14][C:10]1[CH:9]=[C:8]([C:7]2[N:17]([C:19]3[CH:20]=[CH:21][C:22]([S:25]([NH2:28])(=[O:27])=[O:26])=[CH:23][CH:24]=3)[N:18]=[C:4]([CH3:5])[N:6]=2)[CH:13]=[CH:12][CH:11]=1, predict the reactants needed to synthesize it. The reactants are: C(O[C:4](=[N:6][C:7](=O)[C:8]1[CH:13]=[CH:12][CH:11]=[C:10]([Br:14])[CH:9]=1)[CH3:5])C.Cl.[NH:17]([C:19]1[CH:24]=[CH:23][C:22]([S:25]([NH2:28])(=[O:27])=[O:26])=[CH:21][CH:20]=1)[NH2:18].C(N(CC)CC)C.O. (5) Given the product [ClH:20].[NH:10]1[CH2:9][CH2:8][CH:7]([C:4]2[S:3][C:2]([NH2:1])=[N:6][CH:5]=2)[CH2:12][CH2:11]1, predict the reactants needed to synthesize it. The reactants are: [NH2:1][C:2]1[S:3][C:4]([CH:7]2[CH2:12][CH2:11][N:10](C(OC(C)(C)C)=O)[CH2:9][CH2:8]2)=[CH:5][N:6]=1.[ClH:20].C(OCC)(=O)C. (6) The reactants are: [O:1]1[C:5]([C:6]2[CH:43]=[CH:42][C:9]([O:10][C:11]3[C:12]([CH:34]4[CH2:38][CH2:37][CH2:36][N:35]4[C:39](=[O:41])[CH3:40])=[CH:13][C:14]4[N:18](COCC[Si](C)(C)C)[C:17]([C:27]5[CH:32]=[CH:31][CH:30]=[CH:29][N:28]=5)=[N:16][C:15]=4[CH:33]=3)=[CH:8][CH:7]=2)=[CH:4][N:3]=[CH:2]1. Given the product [O:1]1[C:5]([C:6]2[CH:7]=[CH:8][C:9]([O:10][C:11]3[C:12]([CH:34]4[CH2:38][CH2:37][CH2:36][N:35]4[C:39](=[O:41])[CH3:40])=[CH:13][C:14]4[NH:18][C:17]([C:27]5[CH:32]=[CH:31][CH:30]=[CH:29][N:28]=5)=[N:16][C:15]=4[CH:33]=3)=[CH:42][CH:43]=2)=[CH:4][N:3]=[CH:2]1, predict the reactants needed to synthesize it. (7) Given the product [CH3:1][N:2]([CH2:3][C:4]1([C:10]2[S:11][CH:12]=[C:13]([C:15]3[CH:20]=[CH:19][CH:18]=[CH:17][CH:16]=3)[N:14]=2)[CH2:5][CH2:6][O:7][CH2:8][CH2:9]1)[C:31](=[O:32])[C:30]1[CH:34]=[CH:35][CH:36]=[C:28]([C:25]2[N:24]=[C:23]([C:22]([F:38])([F:37])[F:21])[O:27][N:26]=2)[CH:29]=1, predict the reactants needed to synthesize it. The reactants are: [CH3:1][NH:2][CH2:3][C:4]1([C:10]2[S:11][CH:12]=[C:13]([C:15]3[CH:20]=[CH:19][CH:18]=[CH:17][CH:16]=3)[N:14]=2)[CH2:9][CH2:8][O:7][CH2:6][CH2:5]1.[F:21][C:22]([F:38])([F:37])[C:23]1[O:27][N:26]=[C:25]([C:28]2[CH:29]=[C:30]([CH:34]=[CH:35][CH:36]=2)[C:31](O)=[O:32])[N:24]=1. (8) Given the product [F:48][C:49]([F:54])([F:53])[C:50]([OH:52])=[O:51].[CH2:41]([N:38]1[CH2:37][CH:36]=[C:35]([C:32]([CH3:34])([CH3:33])[CH2:31][CH:10]2[NH:9][CH:8]([C:6]([OH:7])=[O:5])[CH:12]([C:13]3[CH:18]=[CH:17][CH:16]=[C:15]([Cl:19])[C:14]=3[F:20])[C:11]2([C:23]2[CH:28]=[CH:27][C:26]([Cl:29])=[CH:25][C:24]=2[F:30])[C:21]#[N:22])[CH2:40][CH2:39]1)[C:42]1[CH:47]=[CH:46][CH:45]=[CH:44][CH:43]=1, predict the reactants needed to synthesize it. The reactants are: C([O:5][C:6]([CH:8]1[CH:12]([C:13]2[CH:18]=[CH:17][CH:16]=[C:15]([Cl:19])[C:14]=2[F:20])[C:11]([C:23]2[CH:28]=[CH:27][C:26]([Cl:29])=[CH:25][C:24]=2[F:30])([C:21]#[N:22])[CH:10]([CH2:31][C:32]([C:35]2[CH2:36][CH2:37][N:38]([CH2:41][C:42]3[CH:47]=[CH:46][CH:45]=[CH:44][CH:43]=3)[CH2:39][CH:40]=2)([CH3:34])[CH3:33])[NH:9]1)=[O:7])(C)(C)C.[F:48][C:49]([F:54])([F:53])[C:50]([OH:52])=[O:51]. (9) Given the product [F:1][C:2]([F:35])([F:34])[C:3]1[CH:4]=[C:5]([C:13]([N:15]2[CH2:20][CH2:19][C@H:18]([C:21]3[CH:26]=[CH:25][C:24]([N:40]4[CH2:41][CH2:42][N:37]([CH3:36])[CH2:38][CH2:39]4)=[CH:23][CH:22]=3)[C@H:17]([C:28]3[CH:33]=[CH:32][CH:31]=[CH:30][CH:29]=3)[CH2:16]2)=[O:14])[CH:6]=[C:7]([C:9]([F:12])([F:11])[F:10])[CH:8]=1, predict the reactants needed to synthesize it. The reactants are: [F:1][C:2]([F:35])([F:34])[C:3]1[CH:4]=[C:5]([C:13]([N:15]2[CH2:20][CH2:19][C@H:18]([C:21]3[CH:26]=[CH:25][C:24](Cl)=[CH:23][CH:22]=3)[C@H:17]([C:28]3[CH:33]=[CH:32][CH:31]=[CH:30][CH:29]=3)[CH2:16]2)=[O:14])[CH:6]=[C:7]([C:9]([F:12])([F:11])[F:10])[CH:8]=1.[CH3:36][N:37]1[CH2:42][CH2:41][NH:40][CH2:39][CH2:38]1.C1(C2C=CC=CC=2)C=CC=CC=1P(C1CCCCC1)C1CCCCC1.